Dataset: Peptide-MHC class II binding affinity with 134,281 pairs from IEDB. Task: Regression. Given a peptide amino acid sequence and an MHC pseudo amino acid sequence, predict their binding affinity value. This is MHC class II binding data. The peptide sequence is EPIAPYHFDLSGHAF. The MHC is HLA-DQA10301-DQB10302 with pseudo-sequence HLA-DQA10301-DQB10302. The binding affinity (normalized) is 0.199.